Task: Predict the reactants needed to synthesize the given product.. Dataset: Full USPTO retrosynthesis dataset with 1.9M reactions from patents (1976-2016) (1) Given the product [CH3:1][O:2][C:3]([C:4]1[S:5][C:13]2[CH:12]=[C:11]([Br:10])[CH:18]=[CH:17][C:14]=2[CH:15]=1)=[O:6], predict the reactants needed to synthesize it. The reactants are: [CH3:1][O:2][C:3](=[O:6])[CH2:4][SH:5].C(#N)C.[Br:10][C:11]1[CH:18]=[CH:17][C:14]([CH:15]=O)=[C:13](F)[CH:12]=1.C(OCC)(=O)C. (2) Given the product [Cl:21][C:22]1[CH:27]=[CH:26][CH:25]=[CH:24][C:23]=1[C:2]1[C:7]2=[N:8][C:9]([C:12]([NH:14][CH:15]([C:17]([OH:20])([CH3:19])[CH3:18])[CH3:16])=[O:13])=[CH:10][N:11]=[C:6]2[CH:5]=[N:4][CH:3]=1, predict the reactants needed to synthesize it. The reactants are: Br[C:2]1[C:7]2=[N:8][C:9]([C:12]([NH:14][CH:15]([C:17]([OH:20])([CH3:19])[CH3:18])[CH3:16])=[O:13])=[CH:10][N:11]=[C:6]2[CH:5]=[N:4][CH:3]=1.[Cl:21][C:22]1[CH:27]=[CH:26][CH:25]=[CH:24][C:23]=1B(O)O.C(=O)([O-])[O-].[Cs+].[Cs+].O1CCOCC1. (3) Given the product [CH2:11]([C@@H:18]1[NH:19][CH2:20][CH2:21][N:22]([S:6]([C:2]2[S:1][CH:5]=[CH:4][CH:3]=2)(=[O:8])=[O:7])[CH2:23]1)[C:12]1[CH:13]=[CH:14][CH:15]=[CH:16][CH:17]=1, predict the reactants needed to synthesize it. The reactants are: [S:1]1[CH:5]=[CH:4][CH:3]=[C:2]1[S:6](Cl)(=[O:8])=[O:7].Cl.[CH2:11]([C@H:18]1[CH2:23][NH:22][CH2:21][CH2:20][NH:19]1)[C:12]1[CH:17]=[CH:16][CH:15]=[CH:14][CH:13]=1.CCN(C(C)C)C(C)C.